This data is from Reaction yield outcomes from USPTO patents with 853,638 reactions. The task is: Predict the reaction yield, written as a fraction of the theoretical maximum amount of product (1.0 means a 100% yield; for example, 0.34 means a 34% yield). (1) The reactants are [C:1]([O:5][C:6]([NH:8][C:9]1[CH:14]=[CH:13][C:12]([O:15][CH3:16])=[CH:11][C:10]=1[CH3:17])=[O:7])([CH3:4])([CH3:3])[CH3:2].[Li]C(CC)C.[F:23][C:24]([F:31])([F:30])[C:25](OCC)=[O:26]. The catalyst is C1COCC1. The product is [F:23][C:24]([F:31])([F:30])[C:25](=[O:26])[CH2:17][C:10]1[CH:11]=[C:12]([O:15][CH3:16])[CH:13]=[CH:14][C:9]=1[NH:8][C:6](=[O:7])[O:5][C:1]([CH3:4])([CH3:3])[CH3:2]. The yield is 0.920. (2) The reactants are [OH-:1].[Na+].C(Cl)Cl.[C:6](Cl)(Cl)=[O:7].[C:10]1([OH:16])[CH:15]=[CH:14][CH:13]=[CH:12][CH:11]=1. The catalyst is O. The product is [C:6](=[O:7])([O:1][C:10]1[CH:15]=[CH:14][CH:13]=[CH:12][CH:11]=1)[O:16][C:10]1[CH:15]=[CH:14][CH:13]=[CH:12][CH:11]=1. The yield is 0.999. (3) The reactants are [CH3:1][O:2][C:3]([C:5]1[CH:13]=[C:12]2[C:8]([C:9]([CH:15]3[CH2:20][CH2:19][CH2:18][CH2:17][CH2:16]3)=[C:10](Br)[NH:11]2)=[CH:7][CH:6]=1)=[O:4].N1C2C(=CC=C(C(OC)=O)C=2)C=C1.[CH3:34][O:35][C:36]1[CH:41]=[CH:40][C:39](B(O)O)=[C:38]([CH2:45][O:46][Si:47]([CH:54]([CH3:56])[CH3:55])([CH:51]([CH3:53])[CH3:52])[CH:48]([CH3:50])[CH3:49])[CH:37]=1.C([O-])([O-])=O.[Na+].[Na+]. The catalyst is O1CCOCC1.Cl[Pd](Cl)([P](C1C=CC=CC=1)(C1C=CC=CC=1)C1C=CC=CC=1)[P](C1C=CC=CC=1)(C1C=CC=CC=1)C1C=CC=CC=1. The product is [CH:15]1([C:9]2[C:8]3[C:12](=[CH:13][C:5]([C:3]([O:2][CH3:1])=[O:4])=[CH:6][CH:7]=3)[NH:11][C:10]=2[C:39]2[CH:40]=[CH:41][C:36]([O:35][CH3:34])=[CH:37][C:38]=2[CH2:45][O:46][Si:47]([CH:48]([CH3:50])[CH3:49])([CH:54]([CH3:56])[CH3:55])[CH:51]([CH3:53])[CH3:52])[CH2:20][CH2:19][CH2:18][CH2:17][CH2:16]1. The yield is 0.810. (4) The reactants are [C:1]([C:4]1[CH:9]=[CH:8][C:7]([Cl:10])=[CH:6][C:5]=1/[CH:11]=[CH:12]/[C:13]([O:15]C(C)(C)C)=[O:14])(=[O:3])[CH3:2]. The catalyst is C(O)(C(F)(F)F)=O.C(Cl)Cl. The product is [C:1]([C:4]1[CH:9]=[CH:8][C:7]([Cl:10])=[CH:6][C:5]=1/[CH:11]=[CH:12]/[C:13]([OH:15])=[O:14])(=[O:3])[CH3:2]. The yield is 1.00. (5) The reactants are COCCN(S(F)(F)[F:11])CCOC.O[CH2:15][C:16]1([C:22]([O:24][CH2:25][CH3:26])=[O:23])[CH2:21][CH2:20][CH2:19][CH2:18][O:17]1. No catalyst specified. The product is [F:11][CH2:15][C:16]1([C:22]([O:24][CH2:25][CH3:26])=[O:23])[CH2:21][CH2:20][CH2:19][CH2:18][O:17]1. The yield is 0.630. (6) The reactants are [CH3:1][O:2][C:3]1[C:4]([NH:15][C:16](=[O:20])OCC)=[N:5][C:6]2[C:11]([N:12]=1)=[CH:10][C:9]([O:13][CH3:14])=[CH:8][CH:7]=2.[N+:21]([C:24]1[CH:29]=[CH:28][C:27]([N:30]2[CH2:35][CH2:34][NH:33][CH2:32][CH2:31]2)=[CH:26][CH:25]=1)([O-:23])=[O:22]. The product is [CH3:1][O:2][C:3]1[C:4]([NH:15][C:16]([N:33]2[CH2:34][CH2:35][N:30]([C:27]3[CH:26]=[CH:25][C:24]([N+:21]([O-:23])=[O:22])=[CH:29][CH:28]=3)[CH2:31][CH2:32]2)=[O:20])=[N:5][C:6]2[C:11]([N:12]=1)=[CH:10][C:9]([O:13][CH3:14])=[CH:8][CH:7]=2. The yield is 0.940. No catalyst specified. (7) The reactants are [C:1]([O:5][C:6]([N:8]1[CH2:11][C:10](=[CH:12][C:13]2[CH:14]=[C:15]3[C:24](=[CH:25][CH:26]=2)[O:23][CH2:22][C:21]2[N:16]3[CH:17]([CH3:28])[C:18](=[O:27])[NH:19][N:20]=2)[CH2:9]1)=[O:7])([CH3:4])([CH3:3])[CH3:2]. The catalyst is CO.[Pd]. The product is [C:1]([O:5][C:6]([N:8]1[CH2:9][CH:10]([CH2:12][C:13]2[CH:14]=[C:15]3[C:24](=[CH:25][CH:26]=2)[O:23][CH2:22][C:21]2[N:16]3[CH:17]([CH3:28])[C:18](=[O:27])[NH:19][N:20]=2)[CH2:11]1)=[O:7])([CH3:4])([CH3:2])[CH3:3]. The yield is 0.690. (8) The catalyst is C(Cl)(Cl)Cl. The product is [Cl:18][S:15]([N:1]1[CH2:6][CH2:5][O:4][C:3]2[N:7]=[CH:8][C:9]([C:11]([O:13][CH3:14])=[O:12])=[CH:10][C:2]1=2)(=[O:17])=[O:16]. The yield is 0.890. The reactants are [NH:1]1[CH2:6][CH2:5][O:4][C:3]2[N:7]=[CH:8][C:9]([C:11]([O:13][CH3:14])=[O:12])=[CH:10][C:2]1=2.[S:15](Cl)([Cl:18])(=[O:17])=[O:16]. (9) The reactants are [C:1]([N:8]1[CH2:13][CH2:12][N:11]([C:14]([NH:16][C:17]2[CH:25]=[CH:24][C:23]([Cl:26])=[CH:22][C:18]=2[C:19](O)=[O:20])=[O:15])[CH2:10][CH2:9]1)([O:3][C:4]([CH3:7])([CH3:6])[CH3:5])=[O:2].Cl.CN(C)CCCN=C=NCC. The catalyst is CN(C=O)C. The product is [C:1]([N:8]1[CH2:13][CH2:12][N:11]([C:14]2[O:15][C:19](=[O:20])[C:18]3[CH:22]=[C:23]([Cl:26])[CH:24]=[CH:25][C:17]=3[N:16]=2)[CH2:10][CH2:9]1)([O:3][C:4]([CH3:6])([CH3:7])[CH3:5])=[O:2]. The yield is 0.580.